Task: Predict the reactants needed to synthesize the given product.. Dataset: Full USPTO retrosynthesis dataset with 1.9M reactions from patents (1976-2016) (1) The reactants are: [C:1]([O:5][C:6](=[O:19])[NH:7][C@@H:8]([C@@H:16]1[CH2:18][O:17]1)[CH2:9][C:10]1[CH:15]=[CH:14][CH:13]=[CH:12][CH:11]=1)([CH3:4])([CH3:3])[CH3:2].[CH2:20]([NH:22][C:23](=[O:29])[C@@H:24]1[CH2:28][CH2:27][CH2:26][NH:25]1)[CH3:21]. Given the product [C:1]([O:5][C:6](=[O:19])[NH:7][C@H:8]([CH2:9][C:10]1[CH:15]=[CH:14][CH:13]=[CH:12][CH:11]=1)[C@@H:16]([OH:17])[CH2:18][N:25]1[CH2:26][CH2:27][CH2:28][C@H:24]1[C:23](=[O:29])[NH:22][CH2:20][CH3:21])([CH3:4])([CH3:3])[CH3:2], predict the reactants needed to synthesize it. (2) Given the product [Cl:17][C:18]1[CH:19]=[N:20][N:21]([C:23]2[C:24]([F:31])=[CH:25][C:26]([O:1][CH2:2][C@@H:3]3[C@@H:8]([NH:9][C:10](=[O:16])[O:11][C:12]([CH3:13])([CH3:15])[CH3:14])[CH2:7][CH2:6][O:5][CH2:4]3)=[CH:27][C:28]=2[F:29])[CH:22]=1, predict the reactants needed to synthesize it. The reactants are: [OH:1][CH2:2][C@@H:3]1[C@@H:8]([NH:9][C:10](=[O:16])[O:11][C:12]([CH3:15])([CH3:14])[CH3:13])[CH2:7][CH2:6][O:5][CH2:4]1.[Cl:17][C:18]1[CH:19]=[N:20][N:21]([C:23]2[C:28]([F:29])=[CH:27][C:26](O)=[CH:25][C:24]=2[F:31])[CH:22]=1.C1CCN(C(N=NC(N2CCCCC2)=O)=O)CC1.C(P(CCCC)CCCC)CCC. (3) Given the product [C:48]1([CH3:54])[CH:49]=[CH:50][CH:51]=[C:52]([O:1][CH2:2][C@H:3]([NH:8][C:9]([C:22]2[CH:23]=[CH:24][CH:25]=[CH:26][CH:27]=2)([C:10]2[CH:15]=[CH:14][CH:13]=[CH:12][CH:11]=2)[C:16]2[CH:17]=[CH:18][CH:19]=[CH:20][CH:21]=2)[C:4]([O:6][CH3:7])=[O:5])[CH:47]=1, predict the reactants needed to synthesize it. The reactants are: [OH:1][CH2:2][C@H:3]([NH:8][C:9]([C:22]1[CH:27]=[CH:26][CH:25]=[CH:24][CH:23]=1)([C:16]1[CH:21]=[CH:20][CH:19]=[CH:18][CH:17]=1)[C:10]1[CH:15]=[CH:14][CH:13]=[CH:12][CH:11]=1)[C:4]([O:6][CH3:7])=[O:5].C1(P(C2C=CC=CC=2)C2C=CC=CC=2)C=CC=CC=1.[CH:47]1[C:52](O)=[CH:51][CH:50]=[CH:49][C:48]=1[CH3:54].CC(OC(/N=N/C(OC(C)C)=O)=O)C. (4) Given the product [Cl:1][C:2]1[S:6][C:5]([C:7]2[N:11]([CH2:12][CH2:13][O:14][CH3:15])[C:10](=[O:16])[N:9]([CH2:17][C:18]([NH:21][CH2:22][CH:23]([NH:34][C:35](=[O:41])[O:36][C:37]([CH3:39])([CH3:38])[CH3:40])[C:24]3[CH:29]=[CH:28][CH:27]=[CH:26][C:25]=3[C:30]([F:33])([F:32])[F:31])=[O:20])[N:8]=2)=[CH:4][CH:3]=1, predict the reactants needed to synthesize it. The reactants are: [Cl:1][C:2]1[S:6][C:5]([C:7]2[N:11]([CH2:12][CH2:13][O:14][CH3:15])[C:10](=[O:16])[N:9]([CH2:17][C:18]([OH:20])=O)[N:8]=2)=[CH:4][CH:3]=1.[NH2:21][CH2:22][CH:23]([NH:34][C:35](=[O:41])[O:36][C:37]([CH3:40])([CH3:39])[CH3:38])[C:24]1[CH:29]=[CH:28][CH:27]=[CH:26][C:25]=1[C:30]([F:33])([F:32])[F:31]. (5) Given the product [CH3:1][N:2]([CH:15]1[CH2:16][CH2:17][N:18]([CH2:40][CH2:39][C:30]2[C:29]([CH3:28])=[C:37]3[C:33](=[CH:32][CH:31]=2)[C:34](=[O:38])[O:35][CH2:36]3)[CH2:19][CH2:20]1)[C:3]([C:5]1[CH:6]=[C:7]2[C:11](=[CH:12][CH:13]=1)[C:10](=[O:14])[O:9][CH2:8]2)=[O:4], predict the reactants needed to synthesize it. The reactants are: [CH3:1][N:2]([CH:15]1[CH2:20][CH2:19][N:18](C(OC(C)(C)C)=O)[CH2:17][CH2:16]1)[C:3]([C:5]1[CH:6]=[C:7]2[C:11](=[CH:12][CH:13]=1)[C:10](=[O:14])[O:9][CH2:8]2)=[O:4].[CH3:28][C:29]1[C:37]2[CH2:36][O:35][C:34](=[O:38])[C:33]=2[CH:32]=[CH:31][C:30]=1[CH2:39][CH:40]=O. (6) Given the product [F:17][CH:15]([F:16])[C@H:13]1[N:12]2[N:19]=[CH:20][C:21]([C:22]([OH:24])=[O:23])=[C:11]2[NH:10][C@@H:9]([C:6]2[CH:5]=[CH:4][C:3]([CH2:1][CH3:2])=[CH:8][CH:7]=2)[CH2:14]1, predict the reactants needed to synthesize it. The reactants are: [CH2:1]([C:3]1[CH:8]=[CH:7][C:6]([C@H:9]2[CH2:14][C@@H:13]([C:15](F)([F:17])[F:16])[N:12]3[N:19]=[CH:20][C:21]([C:22]([OH:24])=[O:23])=[C:11]3[NH:10]2)=[CH:5][CH:4]=1)[CH3:2].FC(F)[C@H]1N2N=CC(C(OCC)=O)=C2N[C@@H](C2C=CC(CC)=CC=2)C1.[OH-].[K+]. (7) The reactants are: Br[C:2]1[C:10]2[C:5](=[N:6][CH:7]=[CH:8][N:9]=2)[S:4][C:3]=1[C:11]([NH:13][C:14]1[CH:19]=[C:18]([NH:20][C:21](=[O:33])[C:22]2[CH:27]=[CH:26][CH:25]=[C:24]([C:28]([C:31]#[N:32])([CH3:30])[CH3:29])[CH:23]=2)[CH:17]=[CH:16][C:15]=1[CH3:34])=[O:12].Cl[CH2:36]Cl.[Cl-].C[Zn+].O. Given the product [C:31]([C:28]([C:24]1[CH:23]=[C:22]([CH:27]=[CH:26][CH:25]=1)[C:21]([NH:20][C:18]1[CH:17]=[CH:16][C:15]([CH3:34])=[C:14]([NH:13][C:11]([C:3]2[S:4][C:5]3=[N:6][CH:7]=[CH:8][N:9]=[C:10]3[C:2]=2[CH3:36])=[O:12])[CH:19]=1)=[O:33])([CH3:30])[CH3:29])#[N:32], predict the reactants needed to synthesize it.